Dataset: Peptide-MHC class II binding affinity with 134,281 pairs from IEDB. Task: Regression. Given a peptide amino acid sequence and an MHC pseudo amino acid sequence, predict their binding affinity value. This is MHC class II binding data. (1) The peptide sequence is LGHDGTVWAQSADFP. The MHC is DRB1_0301 with pseudo-sequence DRB1_0301. The binding affinity (normalized) is 0.0381. (2) The peptide sequence is DKCPSTGEAHLAEEN. The MHC is HLA-DQA10201-DQB10402 with pseudo-sequence HLA-DQA10201-DQB10402. The binding affinity (normalized) is 0.243. (3) The peptide sequence is LAQEAGNFERISGDL. The MHC is HLA-DPA10103-DPB10201 with pseudo-sequence HLA-DPA10103-DPB10201. The binding affinity (normalized) is 0.380.